From a dataset of Reaction yield outcomes from USPTO patents with 853,638 reactions. Predict the reaction yield, written as a fraction of the theoretical maximum amount of product (1.0 means a 100% yield; for example, 0.34 means a 34% yield). The reactants are [CH:1]1CCC[CH2:5][CH2:4][CH2:3][CH:2]=1.OOS([O-])=O.[K+].[O-:15]S([O-])=O.[Na+].[Na+].CC[O:23][C:24]([CH3:26])=[O:25].CN([CH:30]=[O:31])C. The catalyst is O=[Os](=O)(=O)=O. The product is [C:24]([OH:23])(=[O:25])[CH2:26][CH2:1][CH2:2][CH2:3][CH2:4][CH2:5][C:30]([OH:31])=[O:15]. The yield is 0.820.